From a dataset of Full USPTO retrosynthesis dataset with 1.9M reactions from patents (1976-2016). Predict the reactants needed to synthesize the given product. (1) Given the product [Cl:29][C:12]1[C:11](/[C:9](/[OH:10])=[CH:8]\[C:6]2[CH:5]=[CH:4][N:3]=[C:2]([Cl:1])[N:7]=2)=[CH:16][CH:15]=[CH:14][C:13]=1[NH:17][S:18]([C:21]1[C:26]([F:27])=[CH:25][CH:24]=[CH:23][C:22]=1[F:28])(=[O:19])=[O:20], predict the reactants needed to synthesize it. The reactants are: [Cl:1][C:2]1[N:7]=[C:6](/[CH:8]=[C:9](/[C:11]2[CH:12]=[C:13]([NH:17][S:18]([C:21]3[C:26]([F:27])=[CH:25][CH:24]=[CH:23][C:22]=3[F:28])(=[O:20])=[O:19])[CH:14]=[CH:15][CH:16]=2)\[OH:10])[CH:5]=[CH:4][N:3]=1.[Cl:29]C1C(NS(C2C(F)=CC=CC=2F)(=O)=O)=CC=CC=1C(OC)=O.ClC1N=C(C)C=CN=1. (2) The reactants are: [CH3:1][O:2][C:3]([C@@H:5]1[CH2:9][C@@H:8]([S:10]([C:13]2[CH:18]=[CH:17][C:16]([F:19])=[CH:15][C:14]=2[C:20]([F:23])([F:22])[F:21])(=[O:12])=[O:11])[CH2:7][N:6]1[C:24](=S)[CH2:25][C:26](=O)[CH3:27])=[O:4].Cl.[CH:31]1([NH:35][NH2:36])[CH2:34][CH2:33][CH2:32]1. Given the product [CH3:1][O:2][C:3]([C@@H:5]1[CH2:9][C@@H:8]([S:10]([C:13]2[CH:18]=[CH:17][C:16]([F:19])=[CH:15][C:14]=2[C:20]([F:23])([F:22])[F:21])(=[O:11])=[O:12])[CH2:7][N:6]1[C:24]1[N:35]([CH:31]2[CH2:34][CH2:33][CH2:32]2)[N:36]=[C:26]([CH3:27])[CH:25]=1)=[O:4], predict the reactants needed to synthesize it.